Task: Predict the reactants needed to synthesize the given product.. Dataset: Full USPTO retrosynthesis dataset with 1.9M reactions from patents (1976-2016) (1) Given the product [Cl:14][C:15]1[CH:16]=[N+:17]([O-:23])[CH:18]=[C:19]([Cl:22])[C:20]=1[S:21][C:2]1[S:6][C:5]([C:7]([O:9][CH3:10])=[O:8])=[CH:4][C:3]=1[N+:11]([O-:13])=[O:12], predict the reactants needed to synthesize it. The reactants are: Cl[C:2]1[S:6][C:5]([C:7]([O:9][CH3:10])=[O:8])=[CH:4][C:3]=1[N+:11]([O-:13])=[O:12].[Cl:14][C:15]1[CH:16]=[N+:17]([O-:23])[CH:18]=[C:19]([Cl:22])[C:20]=1[SH:21]. (2) Given the product [OH:1][C@H:2]1[CH2:6][N:5]([CH2:7][CH2:8][C:9]2[NH:10][C:16](=[O:25])[C:17]3[C:18]([CH:24]=2)=[C:19]([CH3:23])[CH:20]=[CH:21][CH:22]=3)[C@H:4]([CH2:11][OH:12])[CH2:3]1, predict the reactants needed to synthesize it. The reactants are: [OH:1][C@H:2]1[CH2:6][N:5]([CH2:7][CH2:8][C:9]#[N:10])[C@H:4]([CH2:11][OH:12])[CH2:3]1.C(N(CC)[C:16](=[O:25])[C:17]1[CH:22]=[CH:21][CH:20]=[C:19]([CH3:23])[C:18]=1[CH3:24])C. (3) Given the product [O:11]=[C:6]1[N:5]([CH2:4][C:3]([OH:12])=[O:2])[CH2:10][CH2:9][CH2:8][O:7]1, predict the reactants needed to synthesize it. The reactants are: C[O:2][C:3](=[O:12])[CH2:4][N:5]1[CH2:10][CH2:9][CH2:8][O:7][C:6]1=[O:11].O.CO.[OH-].[Na+]. (4) Given the product [OH:26][C:20]1([C:14]2[CH:19]=[CH:18][CH:17]=[CH:16][CH:15]=2)[CH2:25][CH2:24][N:23]([C:11]([C:8]2[CH:7]=[C:6]([C:4]3[CH:5]=[N:1][NH:2][CH:3]=3)[S:10][CH:9]=2)=[O:13])[CH2:22][CH2:21]1, predict the reactants needed to synthesize it. The reactants are: [NH:1]1[CH:5]=[C:4]([C:6]2[S:10][CH:9]=[C:8]([C:11]([OH:13])=O)[CH:7]=2)[CH:3]=[N:2]1.[C:14]1([C:20]2([OH:26])[CH2:25][CH2:24][NH:23][CH2:22][CH2:21]2)[CH:19]=[CH:18][CH:17]=[CH:16][CH:15]=1.CN(C(ON1N=NC2C=CC=NC1=2)=[N+](C)C)C.F[P-](F)(F)(F)(F)F.C(N(C(C)C)CC)(C)C.